From a dataset of Reaction yield outcomes from USPTO patents with 853,638 reactions. Predict the reaction yield, written as a fraction of the theoretical maximum amount of product (1.0 means a 100% yield; for example, 0.34 means a 34% yield). The reactants are [CH3:1][CH2:2][CH2:3][N:4]1[C@H:9]([C:10]([NH:12][C:13]2[C:14]([CH3:20])=[CH:15][CH:16]=[CH:17][C:18]=2[CH3:19])=[O:11])[CH2:8][CH2:7][CH2:6][CH2:5]1.[ClH:21]. The catalyst is O. The product is [CH3:1][CH2:2][CH2:3][NH+:4]1[C@H:9]([C:10]([NH:12][C:13]2[C:14]([CH3:20])=[CH:15][CH:16]=[CH:17][C:18]=2[CH3:19])=[O:11])[CH2:8][CH2:7][CH2:6][CH2:5]1.[OH2:11].[Cl-:21]. The yield is 0.885.